This data is from Cav3 T-type calcium channel HTS with 100,875 compounds. The task is: Binary Classification. Given a drug SMILES string, predict its activity (active/inactive) in a high-throughput screening assay against a specified biological target. (1) The compound is FC(F)(F)C1(O)N(N=C(C1)c1ccccc1)C(OC)=O. The result is 0 (inactive). (2) The molecule is Clc1ccc(NCc2n(c(SCC(OC3CCCCC3)=O)nn2)CC)cc1. The result is 1 (active).